This data is from Catalyst prediction with 721,799 reactions and 888 catalyst types from USPTO. The task is: Predict which catalyst facilitates the given reaction. Reactant: Br[C:2]1[N:9]=[C:8]([C:10]2[S:11][CH:12]=[CH:13][CH:14]=2)[CH:7]=[C:6]([C:15]2[CH:19]=[CH:18][O:17][CH:16]=2)[C:3]=1[C:4]#[N:5].[Na].[CH3:21][O:22][C:23]([C:25]1[CH:30]=[CH:29][C:28]([O-:31])=[CH:27][CH:26]=1)=[O:24]. Product: [CH3:21][O:22][C:23](=[O:24])[C:25]1[CH:30]=[CH:29][C:28]([O:31][C:2]2[C:3]([C:4]#[N:5])=[C:6]([C:15]3[CH:19]=[CH:18][O:17][CH:16]=3)[CH:7]=[C:8]([C:10]3[S:11][CH:12]=[CH:13][CH:14]=3)[N:9]=2)=[CH:27][CH:26]=1. The catalyst class is: 517.